From a dataset of Reaction yield outcomes from USPTO patents with 853,638 reactions. Predict the reaction yield, written as a fraction of the theoretical maximum amount of product (1.0 means a 100% yield; for example, 0.34 means a 34% yield). (1) The reactants are Cl.O1CCOCC1.C(OC([NH:15][CH2:16][C:17]1[CH:22]=[CH:21][C:20]([C:23](=[O:29])[CH2:24][C:25]([CH3:28])([CH3:27])[CH3:26])=[C:19]([Cl:30])[CH:18]=1)=O)(C)(C)C.C([O-])(O)=O.[Na+]. The catalyst is ClCCl. The product is [Cl:30][C:19]1[CH:18]=[C:17]([CH:22]=[CH:21][C:20]=1[C:23](=[O:29])[CH2:24][C:25]([CH3:27])([CH3:26])[CH3:28])[CH2:16][NH2:15]. The yield is 0.920. (2) The reactants are [OH:1][CH:2]([C:31]([CH3:34])([CH3:33])[CH3:32])[CH2:3][NH:4][C:5]([C:7]1[N:8]=[N:9][C:10]([N:13]2[CH2:18][CH2:17][N:16]([C:19](=[O:30])[C:20]3[CH:25]=[CH:24][CH:23]=[CH:22][C:21]=3[C:26]([F:29])([F:28])[F:27])[CH2:15][CH2:14]2)=[CH:11][CH:12]=1)=[O:6].[H-].[Na+].[CH3:37]I. The catalyst is C1COCC1. The product is [CH3:37][O:1][CH:2]([C:31]([CH3:34])([CH3:33])[CH3:32])[CH2:3][NH:4][C:5]([C:7]1[N:8]=[N:9][C:10]([N:13]2[CH2:18][CH2:17][N:16]([C:19](=[O:30])[C:20]3[CH:25]=[CH:24][CH:23]=[CH:22][C:21]=3[C:26]([F:28])([F:29])[F:27])[CH2:15][CH2:14]2)=[CH:11][CH:12]=1)=[O:6]. The yield is 0.300. (3) The reactants are CS(O[CH:6]1[CH2:11][CH:10]([C:12]2[CH:17]=[CH:16][C:15]([Cl:18])=[CH:14][CH:13]=2)[O:9][C:8]([CH3:20])([CH3:19])[CH2:7]1)(=O)=O.C([O-])([O-])=O.[Cs+].[Cs+].[F:27][C:28]([F:37])([F:36])[C:29]1[CH:30]=[C:31]([SH:35])[CH:32]=[CH:33][CH:34]=1.OS([O-])(=O)=O.[K+]. The catalyst is CN(C=O)C. The product is [Cl:18][C:15]1[CH:14]=[CH:13][C:12]([CH:10]2[O:9][C:8]([CH3:19])([CH3:20])[CH2:7][CH:6]([S:35][C:31]3[CH:32]=[CH:33][CH:34]=[C:29]([C:28]([F:27])([F:36])[F:37])[CH:30]=3)[CH2:11]2)=[CH:17][CH:16]=1. The yield is 0.630. (4) The reactants are [Cl:1][C:2]1[CH:7]=[C:6]([N:8]=[C:9]=[S:10])[CH:5]=[C:4]([C:11]([F:14])([F:13])[F:12])[C:3]=1[C:15]1[CH:20]=[CH:19][C:18]([S:21]([N:24]2[CH2:29][CH2:28][N:27]([C:30]([O:32][C:33]([CH3:36])([CH3:35])[CH3:34])=[O:31])[CH2:26][CH2:25]2)(=[O:23])=[O:22])=[CH:17][CH:16]=1.[N:37]#[C:38][NH2:39].[Na].[CH3:41]I. The catalyst is CO. The product is [Cl:1][C:2]1[CH:7]=[C:6]([N:8]([NH:37][C:38]#[N:39])[CH2:9][S:10][CH3:41])[CH:5]=[C:4]([C:11]([F:12])([F:13])[F:14])[C:3]=1[C:15]1[CH:16]=[CH:17][C:18]([S:21]([N:24]2[CH2:29][CH2:28][N:27]([C:30]([O:32][C:33]([CH3:36])([CH3:35])[CH3:34])=[O:31])[CH2:26][CH2:25]2)(=[O:23])=[O:22])=[CH:19][CH:20]=1. The yield is 0.450. (5) The reactants are [CH2:1]([NH:5][CH2:6][C@@H:7]([C@H:9]([C@@H:11]([C@@H:13]([CH2:15][OH:16])[OH:14])[OH:12])[OH:10])[OH:8])[CH2:2][CH2:3][CH3:4].Cl. The catalyst is O. The product is [CH2:1]([NH:5][CH2:6][C@@H:7]1[O:8][C@:13]([OH:14])([CH2:15][OH:16])[C@@H:11]([OH:12])[C@@H:9]1[OH:10])[CH2:2][CH2:3][CH3:4]. The yield is 0.830. (6) The reactants are Br[C:2]1[CH:11]=[CH:10][CH:9]=[C:8]2[C:3]=1[CH:4]=[CH:5][C:6]([CH2:12][CH:13]1[CH2:17][CH2:16][N:15]([CH:18]3[CH2:23][CH2:22][CH2:21][CH2:20][CH2:19]3)[C:14]1=[O:24])=[CH:7]2.[F:25][C:26]1[CH:31]=[C:30](B(O)O)[CH:29]=[CH:28][N:27]=1.[Li+].[Cl-].C([O-])([O-])=O.[Na+].[Na+]. The catalyst is C1C=CC([P]([Pd]([P](C2C=CC=CC=2)(C2C=CC=CC=2)C2C=CC=CC=2)([P](C2C=CC=CC=2)(C2C=CC=CC=2)C2C=CC=CC=2)[P](C2C=CC=CC=2)(C2C=CC=CC=2)C2C=CC=CC=2)(C2C=CC=CC=2)C2C=CC=CC=2)=CC=1.O.O1CCOCC1. The product is [CH:18]1([N:15]2[CH2:16][CH2:17][CH:13]([CH2:12][C:6]3[CH:5]=[CH:4][C:3]4[C:8](=[CH:9][CH:10]=[CH:11][C:2]=4[C:30]4[CH:29]=[CH:28][N:27]=[C:26]([F:25])[CH:31]=4)[CH:7]=3)[C:14]2=[O:24])[CH2:23][CH2:22][CH2:21][CH2:20][CH2:19]1. The yield is 0.750. (7) The reactants are S(Cl)([Cl:3])=O.[F:5][C:6]1[CH:11]=[CH:10][C:9]([C:12]2[N:13]=[CH:14][N:15]([CH2:17]O)[CH:16]=2)=[CH:8][CH:7]=1.C1(C)C=CC=CC=1. The catalyst is C(Cl)Cl. The product is [ClH:3].[Cl:3][CH2:17][N:15]1[CH:16]=[C:12]([C:9]2[CH:10]=[CH:11][C:6]([F:5])=[CH:7][CH:8]=2)[N:13]=[CH:14]1. The yield is 1.00. (8) The catalyst is CN(C)C1C=CN=CC=1.N1C=CC=CC=1. The reactants are [Si:1]([O:8][C:9]1[CH:14]=[CH:13][C:12]([C:15]2[N:16]=[CH:17][C:18]([NH2:21])=[N:19][CH:20]=2)=[CH:11][CH:10]=1)([C:4]([CH3:7])([CH3:6])[CH3:5])([CH3:3])[CH3:2].[Si:22]([O:29][C:30]1[CH:35]=[CH:34][C:33]([CH2:36][C:37](Cl)=[O:38])=[CH:32][CH:31]=1)([C:25]([CH3:28])([CH3:27])[CH3:26])([CH3:24])[CH3:23].O. The yield is 0.748. The product is [Si:22]([O:29][C:30]1[CH:31]=[CH:32][C:33]([CH2:36][C:37]([NH:21][C:18]2[CH:17]=[N:16][C:15]([C:12]3[CH:13]=[CH:14][C:9]([O:8][Si:1]([C:4]([CH3:7])([CH3:5])[CH3:6])([CH3:3])[CH3:2])=[CH:10][CH:11]=3)=[CH:20][N:19]=2)=[O:38])=[CH:34][CH:35]=1)([C:25]([CH3:28])([CH3:27])[CH3:26])([CH3:24])[CH3:23]. (9) The reactants are [CH3:1][C:2]1([CH3:15])[CH2:13][C:12]2[CH:11]=[C:10]3[N:5]([CH2:6][CH2:7][NH:8][C:9]3=[O:14])[C:4]=2[CH2:3]1.[C:16]([O:19][CH2:20][C:21]1[C:26]([Br:27])=[CH:25][C:24]([F:28])=[CH:23][C:22]=1Br)(=[O:18])[CH3:17].C(=O)([O-])[O-].[Cs+].[Cs+].CC1(C)C2C(=C(P(C3C=CC=CC=3)C3C=CC=CC=3)C=CC=2)OC2C(P(C3C=CC=CC=3)C3C=CC=CC=3)=CC=CC1=2. The catalyst is O1CCOCC1.[Pd].[Pd].C(=CC(C=CC1C=CC=CC=1)=O)C1C=CC=CC=1.C(=CC(C=CC1C=CC=CC=1)=O)C1C=CC=CC=1.C(=CC(C=CC1C=CC=CC=1)=O)C1C=CC=CC=1.C(OCC)(=O)C.O. The product is [C:16]([O:19][CH2:20][C:21]1[C:22]([N:8]2[CH2:7][CH2:6][N:5]3[C:10](=[CH:11][C:12]4[CH2:13][C:2]([CH3:15])([CH3:1])[CH2:3][C:4]=43)[C:9]2=[O:14])=[CH:23][C:24]([F:28])=[CH:25][C:26]=1[Br:27])(=[O:18])[CH3:17]. The yield is 0.560. (10) The reactants are [H-].[Na+].[F:3][C:4]([F:17])([F:16])[C:5]1[NH:6][C:7]2[C:12]([CH:13]=1)=[CH:11][C:10]([C:14]#[N:15])=[CH:9][CH:8]=2.[CH3:18]I. The catalyst is CN(C=O)C. The product is [CH3:18][N:6]1[C:7]2[C:12](=[CH:11][C:10]([C:14]#[N:15])=[CH:9][CH:8]=2)[CH:13]=[C:5]1[C:4]([F:3])([F:16])[F:17]. The yield is 0.790.